This data is from Retrosynthesis with 50K atom-mapped reactions and 10 reaction types from USPTO. The task is: Predict the reactants needed to synthesize the given product. (1) Given the product COc1ccc(Cc2ncnn2-c2cc(CCc3ccc(C)cn3)nc(C)n2)cc1OC, predict the reactants needed to synthesize it. The reactants are: COc1ccc(Cc2ncnn2-c2cc(C#Cc3ccc(C)cn3)nc(C)n2)cc1OC. (2) Given the product CC(C)Oc1ccc(S(C)(=O)=O)cc1C(=O)N1CCN(c2nc3c([N+](=O)[O-])cccc3s2)CC1, predict the reactants needed to synthesize it. The reactants are: CC(C)Oc1ccc(S(C)(=O)=O)cc1C(=O)O.O=[N+]([O-])c1cccc2sc(N3CCNCC3)nc12.